Dataset: Catalyst prediction with 721,799 reactions and 888 catalyst types from USPTO. Task: Predict which catalyst facilitates the given reaction. Reactant: [C:1]([C:5]1[CH:6]=[C:7]2[C:12](=[C:13]([F:15])[CH:14]=1)[C:11](=[O:16])[N:10]([C:17]1[CH:24]=[CH:23][CH:22]=[C:21]([Cl:25])[C:18]=1[CH:19]=[O:20])[N:9]=[CH:8]2)([CH3:4])([CH3:3])[CH3:2].CC(O)C.[BH4-].[Na+]. Product: [C:1]([C:5]1[CH:6]=[C:7]2[C:12](=[C:13]([F:15])[CH:14]=1)[C:11](=[O:16])[N:10]([C:17]1[CH:24]=[CH:23][CH:22]=[C:21]([Cl:25])[C:18]=1[CH2:19][OH:20])[N:9]=[CH:8]2)([CH3:4])([CH3:2])[CH3:3]. The catalyst class is: 2.